This data is from Full USPTO retrosynthesis dataset with 1.9M reactions from patents (1976-2016). The task is: Predict the reactants needed to synthesize the given product. Given the product [CH3:5][C:4](=[O:6])[CH2:3][CH2:2][CH2:1][CH2:24][CH2:23][CH2:22][CH2:21][CH2:20][CH2:19][CH2:18][CH2:17][CH2:16][CH2:15][CH2:14][CH2:13][CH2:12][CH2:11][CH2:10][CH3:9], predict the reactants needed to synthesize it. The reactants are: [CH3:1][C:2](=O)[CH2:3][C:4](=[O:6])[CH3:5].Br[CH2:9][CH2:10][CH2:11][CH2:12][CH2:13][CH2:14][CH2:15][CH2:16][CH2:17][CH2:18][CH2:19][CH2:20][CH2:21][CH2:22][CH2:23][CH2:24]CC.C1OCCOCCOCCOCCOCCOC1.C(=O)([O-])[O-].[K+].[K+].